Task: Predict the product of the given reaction.. Dataset: Forward reaction prediction with 1.9M reactions from USPTO patents (1976-2016) Given the reactants FC1C([O:8][C:9](=O)[C:10]2[CH:15]=[CH:14][C:13]([OH:16])=[C:12]([C:17]#[N:18])[CH:11]=2)=C(F)C(F)=C(F)C=1F.[CH3:24][C:25]1[C:47]([CH3:48])=[CH:46][C:45]([CH3:49])=[C:44]([CH3:50])[C:26]=1[CH2:27][O:28][C:29]1[CH:30]=[C:31]([C:35]2[CH:39]=[CH:38][O:37][C:36]=2[C:40]([NH:42][NH2:43])=[O:41])[CH:32]=[CH:33][CH:34]=1, predict the reaction product. The product is: [C:17]([C:12]1[CH:11]=[C:10]([CH:15]=[CH:14][C:13]=1[OH:16])[C:9]([NH:43][NH:42][C:40]([C:36]1[O:37][CH:38]=[CH:39][C:35]=1[C:31]1[CH:32]=[CH:33][CH:34]=[C:29]([O:28][CH2:27][C:26]2[C:44]([CH3:50])=[C:45]([CH3:49])[CH:46]=[C:47]([CH3:48])[C:25]=2[CH3:24])[CH:30]=1)=[O:41])=[O:8])#[N:18].